From a dataset of Full USPTO retrosynthesis dataset with 1.9M reactions from patents (1976-2016). Predict the reactants needed to synthesize the given product. Given the product [Br:1][C:2]1[CH:7]=[CH:6][C:5]([Cl:8])=[CH:4][C:3]=1[CH2:9][CH2:10][NH:11][C:19](=[O:20])[O:21][C:22]1[CH:23]=[CH:24][C:25]([N+:28]([O-:30])=[O:29])=[CH:26][CH:27]=1, predict the reactants needed to synthesize it. The reactants are: [Br:1][C:2]1[CH:7]=[CH:6][C:5]([Cl:8])=[CH:4][C:3]=1[CH2:9][CH2:10][NH2:11].C(=O)([O-])[O-].[Na+].[Na+].Cl[C:19]([O:21][C:22]1[CH:27]=[CH:26][C:25]([N+:28]([O-:30])=[O:29])=[CH:24][CH:23]=1)=[O:20].